Dataset: Forward reaction prediction with 1.9M reactions from USPTO patents (1976-2016). Task: Predict the product of the given reaction. (1) Given the reactants Cl[C:2]1[CH:7]=[N:6][CH:5]=[CH:4][N:3]=1.C([O-])([O-])=O.[Na+].[Na+].[CH:14]([C:16]1[CH:21]=[CH:20][CH:19]=[CH:18][C:17]=1B(O)O)=[O:15], predict the reaction product. The product is: [N:3]1[CH:4]=[CH:5][N:6]=[CH:7][C:2]=1[C:17]1[CH:18]=[CH:19][CH:20]=[CH:21][C:16]=1[CH:14]=[O:15]. (2) Given the reactants C(OC(=O)[NH:7][C:8]1[CH:13]=[CH:12][CH:11]=[C:10]([C:14]2[C:18]([C:19]3[CH:24]=[CH:23][N:22]=[CH:21][CH:20]=3)=[CH:17][N:16]([CH2:25][CH3:26])[N:15]=2)[C:9]=1[F:27])(C)(C)C, predict the reaction product. The product is: [CH2:25]([N:16]1[CH:17]=[C:18]([C:19]2[CH:20]=[CH:21][N:22]=[CH:23][CH:24]=2)[C:14]([C:10]2[C:9]([F:27])=[C:8]([NH2:7])[CH:13]=[CH:12][CH:11]=2)=[N:15]1)[CH3:26]. (3) Given the reactants [CH3:1][O:2][C:3]([C:5]1[S:6][C:7]([C:17](=[O:21])[CH:18]([CH3:20])[CH3:19])=[CH:8][C:9]=1[NH:10]C(=O)C(F)(F)F)=[O:4].C(=O)([O-])[O-].[K+].[K+], predict the reaction product. The product is: [CH3:1][O:2][C:3]([C:5]1[S:6][C:7]([C:17](=[O:21])[CH:18]([CH3:19])[CH3:20])=[CH:8][C:9]=1[NH2:10])=[O:4]. (4) Given the reactants [F:1][C:2]1[CH:7]=[CH:6][C:5]([C:8](=O)[CH:9]([C:16]2[CH:21]=[CH:20][CH:19]=[CH:18][CH:17]=2)[CH2:10][C:11](=O)[CH:12]([CH3:14])[CH3:13])=[CH:4][CH:3]=1.[NH2:23][CH2:24][CH2:25][C@H:26]1[O:31][C:30]2([CH2:36][CH2:35][CH2:34][CH2:33][CH2:32]2)[O:29][C@@H:28]([CH2:37][C:38]([O:40][C:41]([CH3:44])([CH3:43])[CH3:42])=[O:39])[CH2:27]1, predict the reaction product. The product is: [F:1][C:2]1[CH:7]=[CH:6][C:5]([C:8]2[N:23]([CH2:24][CH2:25][C@H:26]3[O:31][C:30]4([CH2:36][CH2:35][CH2:34][CH2:33][CH2:32]4)[O:29][C@@H:28]([CH2:37][C:38]([O:40][C:41]([CH3:44])([CH3:43])[CH3:42])=[O:39])[CH2:27]3)[C:11]([CH:12]([CH3:14])[CH3:13])=[CH:10][C:9]=2[C:16]2[CH:21]=[CH:20][CH:19]=[CH:18][CH:17]=2)=[CH:4][CH:3]=1. (5) Given the reactants [CH3:1][C:2]1[O:6][C:5]([C:7]2[CH:12]=[CH:11][CH:10]=[CH:9][CH:8]=2)=[N:4][C:3]=1[CH2:13][CH2:14][OH:15].[CH2:16]([O:23][C:24]1[CH:29]=[CH:28][C:27](O)=[CH:26][CH:25]=1)[C:17]1[CH:22]=[CH:21][CH:20]=[CH:19][CH:18]=1.C1(P(C2C=CC=CC=2)C2C=CC=CC=2)C=CC=CC=1.N(C(OC(C)C)=O)=NC(OC(C)C)=O.N#N, predict the reaction product. The product is: [CH2:16]([O:23][C:24]1[CH:29]=[CH:28][C:27]([O:15][CH2:14][CH2:13][C:3]2[N:4]=[C:5]([C:7]3[CH:12]=[CH:11][CH:10]=[CH:9][CH:8]=3)[O:6][C:2]=2[CH3:1])=[CH:26][CH:25]=1)[C:17]1[CH:22]=[CH:21][CH:20]=[CH:19][CH:18]=1. (6) Given the reactants [C:1]1([CH2:7][CH2:8][CH2:9][CH:10]([NH:20][C:21]([CH:23]2[CH2:28][CH2:27][N:26]([C:29]([CH:31]3[CH2:36][CH2:35][N:34](C(OC(C)(C)C)=O)[CH2:33][CH2:32]3)=[O:30])[CH2:25][CH2:24]2)=[O:22])[CH2:11][CH2:12][CH2:13][C:14]2[CH:19]=[CH:18][CH:17]=[CH:16][CH:15]=2)[CH:6]=[CH:5][CH:4]=[CH:3][CH:2]=1.FC(F)(F)C(O)=O, predict the reaction product. The product is: [C:1]1([CH2:7][CH2:8][CH2:9][CH:10]([NH:20][C:21]([CH:23]2[CH2:24][CH2:25][N:26]([C:29]([CH:31]3[CH2:36][CH2:35][NH:34][CH2:33][CH2:32]3)=[O:30])[CH2:27][CH2:28]2)=[O:22])[CH2:11][CH2:12][CH2:13][C:14]2[CH:15]=[CH:16][CH:17]=[CH:18][CH:19]=2)[CH:6]=[CH:5][CH:4]=[CH:3][CH:2]=1.